This data is from Forward reaction prediction with 1.9M reactions from USPTO patents (1976-2016). The task is: Predict the product of the given reaction. Given the reactants [CH2:1]([C:11]1[CH:18]=[CH:17][C:14]([CH:15]=[O:16])=[CH:13][CH:12]=1)[CH2:2][C:3]1[CH:10]=[CH:9][C:6]([CH:7]=[O:8])=[CH:5][CH:4]=1.[BH4-].[Na+], predict the reaction product. The product is: [OH:8][CH2:7][C:6]1[CH:5]=[CH:4][C:3]([CH2:2][CH2:1][C:11]2[CH:12]=[CH:13][C:14]([CH2:15][OH:16])=[CH:17][CH:18]=2)=[CH:10][CH:9]=1.